Dataset: Full USPTO retrosynthesis dataset with 1.9M reactions from patents (1976-2016). Task: Predict the reactants needed to synthesize the given product. (1) Given the product [NH2:1][C:2]1[C:6]2[CH:7]=[N:8][C:9]3[CH:10]=[C:11]([O:17][CH2:22][CH2:23][CH2:24][N:25]4[CH2:30][CH2:29][O:28][CH2:27][CH2:26]4)[C:12]([O:15][CH3:16])=[CH:13][C:14]=3[C:5]=2[S:4][C:3]=1[C:18]([O:20][CH3:31])=[O:19], predict the reactants needed to synthesize it. The reactants are: [NH2:1][C:2]1[C:6]2[CH:7]=[N:8][C:9]3[CH:10]=[C:11]([OH:17])[C:12]([O:15][CH3:16])=[CH:13][C:14]=3[C:5]=2[S:4][C:3]=1[C:18]([O-:20])=[O:19].Cl[CH2:22][CH2:23][CH2:24][N:25]1[CH2:30][CH2:29][O:28][CH2:27][CH2:26]1.[C:31]([O-])([O-])=O.[K+].[K+]. (2) Given the product [CH2:2]([O:3][CH2:4][C@H:5]([CH2:7][OH:8])[OH:6])[CH2:9][CH2:28][CH2:27][CH2:26][CH2:25][CH2:24][CH2:23][CH2:22][CH2:21][CH2:20][CH2:19][CH2:18][CH2:17][CH2:16][CH2:15][CH2:14][CH3:13], predict the reactants needed to synthesize it. The reactants are: C[C:2]1([CH3:9])[O:6][C@H:5]([CH2:7][OH:8])[CH2:4][O:3]1.[OH-].[K+].Br[CH2:13][CH2:14][CH2:15][CH2:16][CH2:17][CH2:18][CH2:19][CH2:20][CH2:21][CH2:22][CH2:23][CH2:24][CH2:25][CH2:26][CH2:27][CH2:28]CC.O. (3) Given the product [CH2:1]([N:8]1[CH2:13][CH2:12][N:11]([C:14]([C:16]2[CH:20]=[C:19]([CH3:21])[N:18]([C:22]3[CH:27]=[CH:26][CH:25]=[CH:24][CH:23]=3)[C:17]=2[C:28]2[CH:29]=[CH:30][CH:31]=[CH:32][CH:33]=2)=[O:15])[C@H:10]([CH:34]([OH:35])[CH:36]([CH3:38])[CH3:37])[CH2:9]1)[C:2]1[CH:7]=[CH:6][CH:5]=[CH:4][CH:3]=1, predict the reactants needed to synthesize it. The reactants are: [CH2:1]([N:8]1[CH2:13][CH2:12][N:11]([C:14]([C:16]2[CH:20]=[C:19]([CH3:21])[N:18]([C:22]3[CH:27]=[CH:26][CH:25]=[CH:24][CH:23]=3)[C:17]=2[C:28]2[CH:33]=[CH:32][CH:31]=[CH:30][CH:29]=2)=[O:15])[C@H:10]([CH:34]=[O:35])[CH2:9]1)[C:2]1[CH:7]=[CH:6][CH:5]=[CH:4][CH:3]=1.[CH:36]([Mg]Cl)([CH3:38])[CH3:37].[Cl-].[NH4+]. (4) The reactants are: C([O:8][C:9]([N:11]1[CH2:16][CH2:15][N:14]([C:17]2[CH:22]=[CH:21][CH:20]=[C:19]([CH:23]([C:26]#[N:27])[CH:24]=O)[CH:18]=2)[CH2:13][CH2:12]1)=[O:10])C1C=CC=CC=1.C(O)(=O)C.O.[NH2:33][NH2:34].C(=O)([O-])[O-].[Na+].[Na+].[C:41]1([CH3:47])[CH:46]=[CH:45][CH:44]=[CH:43][CH:42]=1. Given the product [CH2:47]([O:8][C:9]([N:11]1[CH2:12][CH2:13][N:14]([C:17]2[CH:22]=[CH:21][CH:20]=[C:19]([C:23]3[CH:24]=[N:33][NH:34][C:26]=3[NH2:27])[CH:18]=2)[CH2:15][CH2:16]1)=[O:10])[C:41]1[CH:46]=[CH:45][CH:44]=[CH:43][CH:42]=1, predict the reactants needed to synthesize it.